This data is from Reaction yield outcomes from USPTO patents with 853,638 reactions. The task is: Predict the reaction yield, written as a fraction of the theoretical maximum amount of product (1.0 means a 100% yield; for example, 0.34 means a 34% yield). (1) The reactants are [Cl:1][C:2]1[NH:7][C:6](=[O:8])[C:5]([F:9])=[CH:4][N:3]=1.[Br:10][C:11]1[CH:18]=[CH:17][CH:16]=[CH:15][C:12]=1[CH2:13]Br. No catalyst specified. The product is [Br:10][C:11]1[CH:18]=[CH:17][CH:16]=[CH:15][C:12]=1[CH2:13][N:7]1[C:6](=[O:8])[C:5]([F:9])=[CH:4][N:3]=[C:2]1[Cl:1]. The yield is 0.110. (2) The reactants are Cl.[CH3:2][O:3][NH2:4].N1C=CC=CC=1.[C:11]([C:14]1[CH:39]=[CH:38][C:17]([CH2:18][NH:19][C:20]2[C:30]3[CH2:29][CH2:28][N:27]([C:31](=[O:36])[C:32]([F:35])([F:34])[F:33])[CH2:26][CH2:25][C:24]=3[CH:23]=[CH:22][C:21]=2[Cl:37])=[CH:16][CH:15]=1)(=O)[CH3:12]. The catalyst is C(O)C. The product is [Cl:37][C:21]1[CH:22]=[CH:23][C:24]2[CH2:25][CH2:26][N:27]([C:31](=[O:36])[C:32]([F:35])([F:33])[F:34])[CH2:28][CH2:29][C:30]=2[C:20]=1[NH:19][CH2:18][C:17]1[CH:16]=[CH:15][C:14]([C:11](=[N:4][O:3][CH3:2])[CH3:12])=[CH:39][CH:38]=1. The yield is 0.830. (3) The reactants are [CH3:1][NH2:2].[CH2:3]([O:10][C:11]1[CH:12]=[C:13]([C:19]2([CH:22]=O)[CH2:21][CH2:20]2)[CH:14]=[CH:15][C:16]=1[O:17][CH3:18])[C:4]1[CH:9]=[CH:8][CH:7]=[CH:6][CH:5]=1.[O-]S([O-])(=O)=O.[Mg+2]. The catalyst is ClCCCl. The product is [CH2:3]([O:10][C:11]1[CH:12]=[C:13]([C:19]2(/[CH:22]=[CH:1]/[NH2:2])[CH2:20][CH2:21]2)[CH:14]=[CH:15][C:16]=1[O:17][CH3:18])[C:4]1[CH:5]=[CH:6][CH:7]=[CH:8][CH:9]=1. The yield is 0.950. (4) The reactants are [C:1]([O:5][C:6]([N:8]([C:13]1[CH:14]=[C:15]([CH:23]=[CH:24][C:25]=1[O:26][CH3:27])[C:16]([S:18][CH2:19][C:20]([OH:22])=[O:21])=[O:17])[S:9]([CH3:12])(=[O:11])=[O:10])=[O:7])([CH3:4])([CH3:3])[CH3:2].C(Cl)CCl.[Cl:32][C:33]1[CH:34]=[N+:35]([O-:58])[CH:36]=[C:37]([Cl:57])[C:38]=1[CH2:39][C@@H:40]([C:42]1[CH:47]=[CH:46][C:45]([O:48][CH:49]([F:51])[F:50])=[C:44]([O:52][CH2:53][CH:54]2[CH2:56][CH2:55]2)[CH:43]=1)O. The catalyst is C(Cl)Cl.CN(C1C=CN=CC=1)C. The product is [C:1]([O:5][C:6]([N:8]([C:13]1[CH:14]=[C:15]([CH:23]=[CH:24][C:25]=1[O:26][CH3:27])[C:16]([S:18][CH2:19][C:20]([O:22][C@H:40]([C:42]1[CH:47]=[CH:46][C:45]([O:48][CH:49]([F:50])[F:51])=[C:44]([O:52][CH2:53][CH:54]2[CH2:55][CH2:56]2)[CH:43]=1)[CH2:39][C:38]1[C:37]([Cl:57])=[CH:36][N+:35]([O-:58])=[CH:34][C:33]=1[Cl:32])=[O:21])=[O:17])[S:9]([CH3:12])(=[O:11])=[O:10])=[O:7])([CH3:4])([CH3:3])[CH3:2]. The yield is 0.244. (5) The reactants are [OH:1][C:2]1[C:3]([NH:21][C:22](=[O:27])[C:23]([CH3:26])([CH3:25])[CH3:24])=[N:4][C:5]([N:8]2[C@H:13]([C:14]3[CH:19]=[CH:18][CH:17]=[CH:16][CH:15]=3)[CH2:12][O:11][C@H:10]([CH3:20])[CH2:9]2)=[CH:6][CH:7]=1.[I-].[Na+].C(=O)([O-])[O-].[K+].[K+].Br[CH2:37][C:38]([O:40][CH2:41][CH3:42])=[O:39]. The catalyst is CC(C)=O. The product is [CH3:20][C@@H:10]1[CH2:9][N:8]([C:5]2[N:4]=[C:3]([NH:21][C:22](=[O:27])[C:23]([CH3:26])([CH3:25])[CH3:24])[C:2]([O:1][CH2:37][C:38]([O:40][CH2:41][CH3:42])=[O:39])=[CH:7][CH:6]=2)[C@H:13]([C:14]2[CH:19]=[CH:18][CH:17]=[CH:16][CH:15]=2)[CH2:12][O:11]1. The yield is 0.777. (6) The reactants are C(Cl)(=O)C(Cl)=O.C(=O)=O.CC(C)=O.CS(C)=O.[OH:18][CH2:19][C:20]1[CH2:21][CH2:22][C:23](=[O:31])[N:24]([CH2:26][C:27]([F:30])([F:29])[F:28])[N:25]=1.C(N(CC)CC)C. The catalyst is ClCCl. The product is [O:31]=[C:23]1[N:24]([CH2:26][C:27]([F:30])([F:29])[F:28])[N:25]=[C:20]([CH:19]=[O:18])[CH2:21][CH2:22]1. The yield is 0.650. (7) The reactants are [F:1][C:2]([F:13])([F:12])[C:3]1[CH:11]=[CH:10][CH:9]=[CH:8][C:4]=1[C:5](Cl)=[O:6].[NH2:14][C:15]1[N:23]=[CH:22][CH:21]=[CH:20][C:16]=1[C:17](O)=[O:18].O. The catalyst is N1C=CC=CC=1. The product is [F:1][C:2]([F:13])([F:12])[C:3]1[CH:11]=[CH:10][CH:9]=[CH:8][C:4]=1[C:5]1[O:6][C:17](=[O:18])[C:16]2[CH:20]=[CH:21][CH:22]=[N:23][C:15]=2[N:14]=1. The yield is 0.600.